From a dataset of Catalyst prediction with 721,799 reactions and 888 catalyst types from USPTO. Predict which catalyst facilitates the given reaction. (1) Reactant: [C:1](O)(=O)/[C:2](=[C:4](\[CH:6]=[O:7])/[Br:5])/[Br:3].[F:10][C:11]1[CH:16]=[CH:15][C:14]([NH:17][NH2:18])=[CH:13][CH:12]=1.Cl. Product: [F:10][C:11]1[CH:16]=[CH:15][C:14]([N:17]2[C:6](=[O:7])[C:4]([Br:5])=[C:2]([Br:3])[CH:1]=[N:18]2)=[CH:13][CH:12]=1. The catalyst class is: 15. (2) Reactant: [F:1][C:2]1[CH:3]=[N:4][CH:5]=[C:6]([F:9])[C:7]=1[NH2:8].C(N(CC)C(C)C)(C)C.[C:19]1([O:25][C:26]2[CH:31]=[CH:30][CH:29]=[CH:28][C:27]=2[CH2:32][N:33]2[CH:37]=[CH:36][C:35]([C:38](Cl)=[O:39])=[N:34]2)[CH:24]=[CH:23][CH:22]=[CH:21][CH:20]=1.CS(C)=O. Product: [F:1][C:2]1[CH:3]=[N:4][CH:5]=[C:6]([F:9])[C:7]=1[NH:8][C:38]([C:35]1[CH:36]=[CH:37][N:33]([CH2:32][C:27]2[CH:28]=[CH:29][CH:30]=[CH:31][C:26]=2[O:25][C:19]2[CH:24]=[CH:23][CH:22]=[CH:21][CH:20]=2)[N:34]=1)=[O:39]. The catalyst class is: 695. (3) Reactant: F[C:2]1[C:10]([N+:11]([O-:13])=[O:12])=[CH:9][C:5]([C:6]([OH:8])=[O:7])=[C:4]([CH3:14])[CH:3]=1.C(=O)([O-])[O-].[K+].[K+].Cl.Cl.[C:23]1([CH3:35])[CH:28]=[CH:27][CH:26]=[CH:25][C:24]=1[N:29]1[CH2:34][CH2:33][NH:32][CH2:31][CH2:30]1.Cl. Product: [CH3:14][C:4]1[CH:3]=[C:2]([N:32]2[CH2:33][CH2:34][N:29]([C:24]3[CH:25]=[CH:26][CH:27]=[CH:28][C:23]=3[CH3:35])[CH2:30][CH2:31]2)[C:10]([N+:11]([O-:13])=[O:12])=[CH:9][C:5]=1[C:6]([OH:8])=[O:7]. The catalyst class is: 3.